This data is from Catalyst prediction with 721,799 reactions and 888 catalyst types from USPTO. The task is: Predict which catalyst facilitates the given reaction. (1) Reactant: Br[CH:2]([CH:8](Br)[C:9]1[CH:14]=[CH:13][C:12]([O:15][CH2:16][C:17]2[CH:22]=[CH:21][CH:20]=[CH:19][C:18]=2[O:23][C:24]2[CH:29]=[CH:28][CH:27]=[CH:26][CH:25]=2)=[CH:11][N:10]=1)[C:3](OCC)=[O:4].Cl.[OH:32][NH2:33].[OH-].[Na+].CO.C(O)(=O)CC(CC(O)=O)(C(O)=O)O. Product: [O:23]([C:18]1[CH:19]=[CH:20][CH:21]=[CH:22][C:17]=1[CH2:16][O:15][C:12]1[CH:13]=[CH:14][C:9]([C:8]2[O:32][N:33]=[C:3]([OH:4])[CH:2]=2)=[N:10][CH:11]=1)[C:24]1[CH:29]=[CH:28][CH:27]=[CH:26][CH:25]=1. The catalyst class is: 30. (2) Reactant: [CH3:1][N:2]([CH3:22])[C:3]1[CH:8]=[CH:7][C:6]([CH:9]([O:20][CH3:21])[C@H:10]([CH3:19])/[CH:11]=[CH:12]/[CH:13]=[CH:14]/[C:15]([O:17]C)=[O:16])=[CH:5][CH:4]=1.[Li+].[OH-]. Product: [CH3:22][N:2]([CH3:1])[C:3]1[CH:4]=[CH:5][C:6]([CH:9]([O:20][CH3:21])[C@H:10]([CH3:19])/[CH:11]=[CH:12]/[CH:13]=[CH:14]/[C:15]([OH:17])=[O:16])=[CH:7][CH:8]=1. The catalyst class is: 5. (3) Reactant: Br[C:2]1[CH:7]=[CH:6][N:5]=[C:4]2[NH:8][C:9]([C:11]3[CH2:16][CH2:15][N:14]([C:17]([O:19][C:20]([CH3:23])([CH3:22])[CH3:21])=[O:18])[CH2:13][CH:12]=3)=[CH:10][C:3]=12.[CH3:24][NH:25][C:26]1[C:31](B2OC(C)(C)C(C)(C)O2)=[CH:30][CH:29]=[CH:28][N:27]=1.C1(P(C2CCCCC2)C2CCCCC2)CCCCC1.C(=O)([O-])[O-].[Cs+].[Cs+]. Product: [CH3:24][NH:25][C:26]1[C:31]([C:2]2[CH:7]=[CH:6][N:5]=[C:4]3[NH:8][C:9]([C:11]4[CH2:16][CH2:15][N:14]([C:17]([O:19][C:20]([CH3:23])([CH3:22])[CH3:21])=[O:18])[CH2:13][CH:12]=4)=[CH:10][C:3]=23)=[CH:30][CH:29]=[CH:28][N:27]=1. The catalyst class is: 658. (4) Reactant: Cl.[N:2]1[CH:7]=[CH:6][CH:5]=[C:4]([CH2:8][C:9]([OH:11])=O)[CH:3]=1.[P:12]([OH:15])([OH:14])[OH:13].[P:16](=O)([OH:19])([OH:18])[OH:17].P(Cl)(Cl)(Cl)=O. Product: [CH:6]1[CH:7]=[N:2][CH:3]=[C:4]([CH2:8][C:9]([P:16]([OH:19])([OH:18])=[O:17])([P:12]([OH:15])([OH:14])=[O:13])[OH:11])[CH:5]=1. The catalyst class is: 226. (5) Reactant: Br[C:2]1[CH:3]=[CH:4][C:5]([CH2:20][CH3:21])=[C:6]([CH:8]2[C:13](=[O:14])[C:12]([CH3:16])([CH3:15])[O:11][C:10]([CH3:18])([CH3:17])[C:9]2=[O:19])[CH:7]=1.[Cl:22][C:23]1[CH:24]=[N:25][NH:26][CH:27]=1.N1CCC[C@H]1C(O)=O.P([O-])([O-])([O-])=O.[K+].[K+].[K+].C(N(CC)CC)C.Cl[C:52]([O:54][CH3:55])=[O:53]. Product: [CH3:55][O:54][C:52](=[O:53])[O:19][C:9]1[C:10]([CH3:18])([CH3:17])[O:11][C:12]([CH3:16])([CH3:15])[C:13](=[O:14])[C:8]=1[C:6]1[CH:7]=[C:2]([N:25]2[CH:24]=[C:23]([Cl:22])[CH:27]=[N:26]2)[CH:3]=[CH:4][C:5]=1[CH2:20][CH3:21]. The catalyst class is: 205.